This data is from Reaction yield outcomes from USPTO patents with 853,638 reactions. The task is: Predict the reaction yield, written as a fraction of the theoretical maximum amount of product (1.0 means a 100% yield; for example, 0.34 means a 34% yield). (1) The reactants are [CH3:1][O:2][C:3]1[C:12]([NH:13][C:14](=[O:18])OCC)=[N:11][C:10]2[C:5](=[CH:6][CH:7]=[C:8]([CH3:19])[CH:9]=2)[N:4]=1.[C:20]([C:22]1[CH:27]=[CH:26][CH:25]=[CH:24][C:23]=1[N:28]1[CH2:33][CH2:32][NH:31][CH2:30][CH2:29]1)#[N:21]. No catalyst specified. The product is [CH3:1][O:2][C:3]1[C:12]([NH:13][C:14]([N:31]2[CH2:30][CH2:29][N:28]([C:23]3[CH:24]=[CH:25][CH:26]=[CH:27][C:22]=3[C:20]#[N:21])[CH2:33][CH2:32]2)=[O:18])=[N:11][C:10]2[C:5](=[CH:6][CH:7]=[C:8]([CH3:19])[CH:9]=2)[N:4]=1. The yield is 0.910. (2) The reactants are [CH3:1][O:2][CH2:3][CH2:4][O:5][C:6]1[CH:7]=[C:8]2[C:12](=[C:13]([N:15]([CH3:24])[S:16]([C:19]3[S:20][CH:21]=[CH:22][CH:23]=3)(=[O:18])=[O:17])[CH:14]=1)[NH:11][C:10]([C:25]1[S:26][CH:27]([CH2:30][C:31]([O:33]CC)=[O:32])[CH2:28][N:29]=1)=[CH:9]2.[OH-].[Na+].O1CCCC1.C(O)(=O)CC(CC(O)=O)(C(O)=O)O. The catalyst is C(O)C. The product is [CH3:1][O:2][CH2:3][CH2:4][O:5][C:6]1[CH:7]=[C:8]2[C:12](=[C:13]([N:15]([CH3:24])[S:16]([C:19]3[S:20][CH:21]=[CH:22][CH:23]=3)(=[O:18])=[O:17])[CH:14]=1)[NH:11][C:10]([C:25]1[S:26][CH:27]([CH2:30][C:31]([OH:33])=[O:32])[CH2:28][N:29]=1)=[CH:9]2. The yield is 0.970.